Task: Predict which catalyst facilitates the given reaction.. Dataset: Catalyst prediction with 721,799 reactions and 888 catalyst types from USPTO (1) Reactant: C([Cl:4])(=O)C.C(OC([N:12]1[CH2:18][CH2:17][CH2:16][C:15]([F:20])([F:19])[CH2:14][CH2:13]1)=O)(C)(C)C.Cl. Product: [ClH:4].[F:19][C:15]1([F:20])[CH2:16][CH2:17][CH2:18][NH:12][CH2:13][CH2:14]1. The catalyst class is: 71. (2) Reactant: [N:1]1([C:7]2[CH:12]=[CH:11][C:10]([NH:13][C:14]([C:16]3[C:17]([C:23]4[CH:28]=[CH:27][C:26]([CH:29]([CH3:31])[CH3:30])=[CH:25][CH:24]=4)=[CH:18][C:19]([CH3:22])=[CH:20][CH:21]=3)=[O:15])=[CH:9][CH:8]=2)[CH2:6][CH2:5][NH:4][CH2:3][CH2:2]1.[NH:32]1[CH:36]=[CH:35][CH:34]=[C:33]1[CH:37]=O.C(O)(=O)C.C(O[BH-](OC(=O)C)OC(=O)C)(=O)C.[Na+]. Product: [NH:32]1[CH:36]=[CH:35][CH:34]=[C:33]1[CH2:37][N:4]1[CH2:3][CH2:2][N:1]([C:7]2[CH:8]=[CH:9][C:10]([NH:13][C:14]([C:16]3[C:17]([C:23]4[CH:24]=[CH:25][C:26]([CH:29]([CH3:31])[CH3:30])=[CH:27][CH:28]=4)=[CH:18][C:19]([CH3:22])=[CH:20][CH:21]=3)=[O:15])=[CH:11][CH:12]=2)[CH2:6][CH2:5]1. The catalyst class is: 26. (3) Reactant: [C:1]1([CH:7]([C:30]2[CH:35]=[CH:34][CH:33]=[CH:32][CH:31]=2)[N:8]2[C:12]3=[N:13][CH:14]=[CH:15][CH:16]=[C:11]3[C:10](O)([C:17]3[C:26]([OH:27])=[CH:25][C:20]4[O:21][CH2:22][CH2:23][O:24][C:19]=4[CH:18]=3)[C:9]2=[O:29])[CH:6]=[CH:5][CH:4]=[CH:3][CH:2]=1.C([SiH](CC)CC)C.FC(F)(F)C(O)=O. The catalyst class is: 4. Product: [C:30]1([CH:7]([C:1]2[CH:2]=[CH:3][CH:4]=[CH:5][CH:6]=2)[N:8]2[C:12]3=[N:13][CH:14]=[CH:15][CH:16]=[C:11]3[CH:10]([C:17]3[C:26]([OH:27])=[CH:25][C:20]4[O:21][CH2:22][CH2:23][O:24][C:19]=4[CH:18]=3)[C:9]2=[O:29])[CH:31]=[CH:32][CH:33]=[CH:34][CH:35]=1. (4) Reactant: [NH2:1][CH:2]([C:6]([CH3:9])([CH3:8])[CH3:7])[C:3]([OH:5])=[O:4].O.[O:11]1[CH2:15][CH2:14][CH:13]([O:16][C:17](=O)[O:18]C2C=CC([N+]([O-])=O)=CC=2)[CH2:12]1.CCN(C(C)C)C(C)C. Product: [CH3:7][C:6]([CH3:9])([CH3:8])[CH:2]([NH:1][C:17]([O:16][CH:13]1[CH2:14][CH2:15][O:11][CH2:12]1)=[O:18])[C:3]([OH:5])=[O:4]. The catalyst class is: 881. (5) Reactant: [OH:1][C:2]1[C:11](=[O:12])[N:10]2[C:5]([C:6]([CH3:14])([CH3:13])[O:7][CH2:8][CH2:9]2)=[N:4][C:3]=1[C:15]([O:17][CH2:18][CH3:19])=[O:16].[CH2:20](Br)[C:21]1[CH:26]=[CH:25][CH:24]=[CH:23][CH:22]=1.C([O-])([O-])=O.[K+].[K+]. Product: [CH2:20]([O:1][C:2]1[C:11](=[O:12])[N:10]2[C:5]([C:6]([CH3:13])([CH3:14])[O:7][CH2:8][CH2:9]2)=[N:4][C:3]=1[C:15]([O:17][CH2:18][CH3:19])=[O:16])[C:21]1[CH:26]=[CH:25][CH:24]=[CH:23][CH:22]=1. The catalyst class is: 215. (6) Reactant: [CH3:1][C:2]1[C:3]([CH2:15][O:16][C:17]2[CH:22]=[CH:21][C:20]([C:23]3[C:27]([CH3:28])=[C:26]([C:29]([O:31][CH2:32][CH3:33])=[O:30])[NH:25][N:24]=3)=[CH:19][C:18]=2[CH3:34])=[C:4]([N:8]2[C:12](=[O:13])[N:11]([CH3:14])[N:10]=[N:9]2)[CH:5]=[CH:6][CH:7]=1.[CH3:35]N(C)C=O.[H-].[Na+].CI. Product: [CH3:1][C:2]1[C:3]([CH2:15][O:16][C:17]2[CH:22]=[CH:21][C:20]([C:23]3[C:27]([CH3:28])=[C:26]([C:29]([O:31][CH2:32][CH3:33])=[O:30])[N:25]([CH3:35])[N:24]=3)=[CH:19][C:18]=2[CH3:34])=[C:4]([N:8]2[C:12](=[O:13])[N:11]([CH3:14])[N:10]=[N:9]2)[CH:5]=[CH:6][CH:7]=1. The catalyst class is: 6. (7) Reactant: [N:1]1[CH:6]=[C:5]([C:7]([OH:9])=O)[CH:4]=[N:3][CH:2]=1.C(N(CC)CC)C.CN(C(ON1N=NC2C=CC=CC1=2)=[N+](C)C)C.[B-](F)(F)(F)F.Cl.[NH2:40][C:41]1([C:44]([O:46][CH2:47][CH3:48])=[O:45])[CH2:43][CH2:42]1. Product: [N:3]1[CH:4]=[C:5]([C:7]([NH:40][C:41]2([C:44]([O:46][CH2:47][CH3:48])=[O:45])[CH2:43][CH2:42]2)=[O:9])[CH:6]=[N:1][CH:2]=1. The catalyst class is: 1.